Task: Predict which catalyst facilitates the given reaction.. Dataset: Catalyst prediction with 721,799 reactions and 888 catalyst types from USPTO (1) Reactant: [CH3:1][N:2]([CH3:20])[CH2:3][CH2:4][CH2:5][O:6][C:7]1[CH:12]=[CH:11][C:10]([NH2:13])=[CH:9][C:8]=1[C:14]1[N:15]([CH3:19])[N:16]=[CH:17][CH:18]=1.[F:21][C:22]1[CH:23]=[C:24]([N:29]=[C:30]=[O:31])[CH:25]=[CH:26][C:27]=1[F:28]. Product: [F:21][C:22]1[CH:23]=[C:24]([NH:29][C:30]([NH:13][C:10]2[CH:11]=[CH:12][C:7]([O:6][CH2:5][CH2:4][CH2:3][N:2]([CH3:1])[CH3:20])=[C:8]([C:14]3[N:15]([CH3:19])[N:16]=[CH:17][CH:18]=3)[CH:9]=2)=[O:31])[CH:25]=[CH:26][C:27]=1[F:28]. The catalyst class is: 2. (2) Reactant: [Br:1][C:2]1[CH:3]=[C:4]2[C:9](=[CH:10][CH:11]=1)[N:8]1[CH:12]=[CH:13][CH:14]=[C:7]1[CH:6]([CH3:15])[NH:5]2.[C:16](Cl)(=[O:25])[C:17]1[CH:22]=[CH:21][CH:20]=[C:19]([O:23][CH3:24])[CH:18]=1.C(N(CC)CC)C. Product: [Br:1][C:2]1[CH:3]=[C:4]2[C:9](=[CH:10][CH:11]=1)[N:8]1[CH:12]=[CH:13][CH:14]=[C:7]1[CH:6]([CH3:15])[N:5]2[C:16](=[O:25])[C:17]1[CH:22]=[CH:21][CH:20]=[C:19]([O:23][CH3:24])[CH:18]=1. The catalyst class is: 2.